Dataset: hERG potassium channel inhibition data for cardiac toxicity prediction from Karim et al.. Task: Regression/Classification. Given a drug SMILES string, predict its toxicity properties. Task type varies by dataset: regression for continuous values (e.g., LD50, hERG inhibition percentage) or binary classification for toxic/non-toxic outcomes (e.g., AMES mutagenicity, cardiotoxicity, hepatotoxicity). Dataset: herg_karim. (1) The drug is Cc1nc(C(=O)NCCCN2CCN(c3cccc(Cl)c3Cl)CC2)cc(C(C)C)n1. The result is 1 (blocker). (2) The drug is C[C@H](CC(c1ccccc1)c1ccccc1)[NH2+]C(C)(C)C. The result is 1 (blocker). (3) The drug is c1ccc(CCNCCN(c2ccccc2)c2ccccc2)cc1. The result is 1 (blocker). (4) The compound is CCNc1cc(NC2CCC(O)CC2)nc(Nc2ccc3c(ccn3Cc3ccccc3)c2)n1. The result is 0 (non-blocker). (5) The molecule is COc1ccc(Cn2c(=O)n3ncnc3c3c4c(sc32)CN(C(=O)C2CC2(F)F)CC4)cc1. The result is 1 (blocker). (6) The result is 0 (non-blocker). The drug is CC(C)(C)NC(=O)C1c2cc(C#N)ccc2C(=O)N1Cc1ccccc1-c1ccccc1. (7) The drug is CCCC(=O)N1CCc2c(nc(C)n2[C@@H]2C[C@@H]3CC[C@H](C2)N3CC[C@H](NC(C)=O)c2cccc(F)c2)C1. The result is 1 (blocker). (8) The molecule is CO[C@@H]1COCC[C@@H]1N[C@@H]1CC[C@@](C(=O)N2CCN(c3nncc(C(F)(F)F)n3)CC2)(C(C)C)C1. The result is 1 (blocker). (9) The molecule is CCN(CCO)C(=O)c1cc2ccccn2c1-c1cccc(OC)c1. The result is 0 (non-blocker). (10) The compound is CN(C(=O)Cc1ccc(-n2cnnn2)cc1)C1CCN(Cc2nc3cc(F)ccc3s2)CC1. The result is 1 (blocker).